Dataset: Reaction yield outcomes from USPTO patents with 853,638 reactions. Task: Predict the reaction yield, written as a fraction of the theoretical maximum amount of product (1.0 means a 100% yield; for example, 0.34 means a 34% yield). (1) The reactants are [NH2:1][C:2]1[C:7]([NH:8][C:9](=O)[CH2:10][N:11]([CH3:22])[C:12](=[O:21])[O:13][CH2:14][C:15]2[CH:20]=[CH:19][CH:18]=[CH:17][CH:16]=2)=[CH:6][C:5]([Br:24])=[CH:4][N:3]=1. The catalyst is C(O)(=O)C. The product is [Br:24][C:5]1[CH:6]=[C:7]2[NH:8][C:9]([CH2:10][N:11]([CH3:22])[C:12](=[O:21])[O:13][CH2:14][C:15]3[CH:20]=[CH:19][CH:18]=[CH:17][CH:16]=3)=[N:1][C:2]2=[N:3][CH:4]=1. The yield is 0.760. (2) The reactants are [CH3:1][C:2]1[N:3]=[CH:4][C:5]([C:8]([O:10][CH2:11][CH3:12])=[O:9])=[N:6][CH:7]=1.C(OOC(=O)C1C=CC=CC=1)(=O)C1C=CC=CC=1.[Br:31]N1C(=O)CCC1=O. The catalyst is C(Cl)(Cl)(Cl)Cl.[W]. The product is [Br:31][CH2:1][C:2]1[N:3]=[CH:4][C:5]([C:8]([O:10][CH2:11][CH3:12])=[O:9])=[N:6][CH:7]=1. The yield is 0.450. (3) The reactants are [Cl-].[NH4+].[N+:3]([C:6]1[CH:7]=[C:8]2[CH:14]=[N:13][N:12]([CH:15]3[CH2:20][CH2:19][O:18][CH2:17][CH2:16]3)[C:9]2=[N:10][CH:11]=1)([O-])=O. The catalyst is C(O)C.C1COCC1.O.[Fe]. The product is [O:18]1[CH2:17][CH2:16][CH:15]([N:12]2[C:9]3=[N:10][CH:11]=[C:6]([NH2:3])[CH:7]=[C:8]3[CH:14]=[N:13]2)[CH2:20][CH2:19]1. The yield is 0.930. (4) The reactants are [CH2:1]([O:5][C:6]1[CH:7]=[C:8]([OH:12])[CH:9]=[CH:10][CH:11]=1)[CH2:2][CH2:3][CH3:4].C1(=O)O[CH2:16][CH2:15][O:14]1. No catalyst specified. The product is [CH2:1]([O:5][C:6]1[CH:7]=[C:8]([CH:9]=[CH:10][CH:11]=1)[O:12][CH2:16][CH2:15][OH:14])[CH2:2][CH2:3][CH3:4]. The yield is 0.850. (5) The reactants are [H-].[Al+3].[Li+].[H-].[H-].[H-].[CH3:7][N:8]([CH3:20])[C:9]([C:11]1[C:19]2[C:14](=[CH:15][CH:16]=[CH:17][CH:18]=2)[NH:13][N:12]=1)=O.O.O.O.O.O.O.O.O.O.O.S([O-])([O-])(=O)=O.[Na+].[Na+]. The product is [CH3:20][N:8]([CH2:9][C:11]1[C:19]2[C:14](=[CH:15][CH:16]=[CH:17][CH:18]=2)[NH:13][N:12]=1)[CH3:7]. The catalyst is C1COCC1. The yield is 0.760. (6) The catalyst is O. The reactants are [F:1][C:2]1[C:11]([O:12][CH3:13])=[C:10]([O:14][CH3:15])[CH:9]=[C:8]2[C:3]=1[C:4](=[O:21])[C:5]([C:16]([O:18][CH2:19][CH3:20])=[O:17])=[CH:6][NH:7]2.F[C:23]1C=C2C(C(=O)C(C(OCC)=O)=CN2)=C(OC)[C:24]=1OC.C(=O)([O-])[O-].[K+].[K+].P(OCC)(OCC)(OCC)=O. The product is [CH2:23]([N:7]1[C:8]2[C:3](=[C:2]([F:1])[C:11]([O:12][CH3:13])=[C:10]([O:14][CH3:15])[CH:9]=2)[C:4](=[O:21])[C:5]([C:16]([O:18][CH2:19][CH3:20])=[O:17])=[CH:6]1)[CH3:24]. The yield is 0.576. (7) The reactants are [CH3:1][C:2]1([C:5]([OH:7])=O)[CH2:4][CH2:3]1.C(Cl)(=O)C(Cl)=O.CS([O-])(=O)=O.[O:19]=[C:20]1[C@@H:25]2[CH2:26][C@@H:22]([CH2:23][NH2+:24]2)[O:21]1.C(N(CC)CC)C.C(O)(=O)CC(CC(O)=O)(C(O)=O)O. The catalyst is ClCCl.O.CN(C)C=O. The product is [CH3:1][C:2]1([C:5]([N:24]2[CH2:23][C@@H:22]3[CH2:26][C@H:25]2[C:20](=[O:19])[O:21]3)=[O:7])[CH2:4][CH2:3]1. The yield is 0.860.